The task is: Predict the product of the given reaction.. This data is from Forward reaction prediction with 1.9M reactions from USPTO patents (1976-2016). (1) Given the reactants C1N([CH2:7][CH2:8][OH:9])CCN(CCS(O)(=O)=O)C1.[OH-:16].[Na+].C(N([CH2:34][C:35]([OH:37])=[O:36])[CH2:34][C:35]([OH:37])=[O:36])CN([CH2:34][C:35]([OH:37])=[O:36])[CH2:34][C:35]([OH:37])=[O:36].C(N(CC(O)=O)CC(O)=O)C[O:40][CH2:41][CH2:42][O:43]CCN(CC(O)=O)CC(O)=O.[C:64]([O-:67])(=O)[CH3:65].[Mg+2].[C:69]([O-])(=[O:71])C.[OH:73][CH2:74][CH:75]([CH2:77][OH:78])[OH:76], predict the reaction product. The product is: [CH2:64]([OH:67])[C@H:65]1[O:37][C@H:35]([O:36][C@:7]2([CH2:8][OH:9])[O:76][C@H:75]([CH2:77][OH:78])[C@@H:74]([OH:73])[C@@H:69]2[OH:71])[C@H:34]([OH:16])[C@@H:42]([OH:43])[C@@H:41]1[OH:40]. (2) Given the reactants [F:1][CH2:2][C@@:3]12[C:32]3[CH:33]=[C:34]([N+:37]([O-])=O)[CH:35]=[CH:36][C:31]=3[O:30][CH2:29][CH2:28][C@@H:4]1[S:5](=[O:27])(=[O:26])[C:6]([CH3:25])([CH3:24])[C:7]([N:9]([C:17]([O:19][C:20]([CH3:23])([CH3:22])[CH3:21])=[O:18])[C:10](=[O:16])[O:11][C:12]([CH3:15])([CH3:14])[CH3:13])=[N:8]2, predict the reaction product. The product is: [F:1][CH2:2][C@@:3]12[C:32]3[CH:33]=[C:34]([NH2:37])[CH:35]=[CH:36][C:31]=3[O:30][CH2:29][CH2:28][C@@H:4]1[S:5](=[O:26])(=[O:27])[C:6]([CH3:24])([CH3:25])[C:7]([N:9]([C:10]([O:11][C:12]([CH3:13])([CH3:14])[CH3:15])=[O:16])[C:17](=[O:18])[O:19][C:20]([CH3:23])([CH3:22])[CH3:21])=[N:8]2. (3) Given the reactants FC1C=C2C(C(I)=CN2S(C2C=CC=CC=2)(=O)=O)=CC=1.[F:21][C:22]1[CH:30]=[C:29]2[C:25]([C:26]([C:40]3[CH:41]=[N:42][N:43]([CH:45]4[CH2:50][CH2:49][N:48]([C:51](=[O:55])[CH2:52][CH2:53][OH:54])[CH2:47][CH2:46]4)[CH:44]=3)=[CH:27][N:28]2S(C2C=CC=CC=2)(=O)=O)=[CH:24][CH:23]=1, predict the reaction product. The product is: [F:21][C:22]1[CH:30]=[C:29]2[C:25]([C:26]([C:40]3[CH:41]=[N:42][N:43]([CH:45]4[CH2:50][CH2:49][N:48]([C:51](=[O:55])[CH2:52][CH2:53][OH:54])[CH2:47][CH2:46]4)[CH:44]=3)=[CH:27][NH:28]2)=[CH:24][CH:23]=1. (4) Given the reactants [Cl-].O[NH3+:3].[C:4](=[O:7])([O-])[OH:5].[Na+].CS(C)=O.[CH3:13][C:14]1[N:15]=[C:16]([CH2:36][CH2:37][CH3:38])[N:17]([CH2:21][C:22]2[CH:27]=[CH:26][C:25]([C:28]3[C:29]([C:34]#[N:35])=[CH:30][CH:31]=[CH:32][CH:33]=3)=[CH:24][CH:23]=2)[C:18](=[O:20])[CH:19]=1, predict the reaction product. The product is: [CH3:13][C:14]1[N:15]=[C:16]([CH2:36][CH2:37][CH3:38])[N:17]([CH2:21][C:22]2[CH:27]=[CH:26][C:25]([C:28]3[CH:33]=[CH:32][CH:31]=[CH:30][C:29]=3[C:34]3[NH:3][C:4](=[O:7])[O:5][N:35]=3)=[CH:24][CH:23]=2)[C:18](=[O:20])[CH:19]=1. (5) Given the reactants [CH3:1][C:2]1[CH:6]=[C:5]([CH3:7])[O:4][N:3]=1.C([N-]C(C)C)(C)C.[Li+].[Cl:16][C:17]1[CH:18]=[C:19]([CH:22]=[CH:23][CH:24]=1)[CH:20]=[O:21], predict the reaction product. The product is: [Cl:16][C:17]1[CH:18]=[C:19]([CH:20]([OH:21])[CH2:7][C:5]2[O:4][N:3]=[C:2]([CH3:1])[CH:6]=2)[CH:22]=[CH:23][CH:24]=1. (6) Given the reactants [NH2:1][C:2]1[CH:33]=[CH:32][C:31]([Cl:34])=[CH:30][C:3]=1[C:4]([N:6]([CH2:19][C:20]1[CH:25]=[CH:24][C:23]([C:26]([CH3:29])([CH3:28])[CH3:27])=[CH:22][CH:21]=1)[CH2:7][CH2:8][C:9]1[CH:14]=[CH:13][CH:12]=[C:11]([C:15]([F:18])([F:17])[F:16])[CH:10]=1)=[O:5].[CH2:35]([O:37][C:38](=[O:43])[CH:39](C=O)[CH3:40])[CH3:36].[BH4-].[Na+], predict the reaction product. The product is: [CH2:35]([O:37][C:38](=[O:43])[CH2:39][CH2:40][NH:1][C:2]1[CH:33]=[CH:32][C:31]([Cl:34])=[CH:30][C:3]=1[C:4](=[O:5])[N:6]([CH2:19][C:20]1[CH:25]=[CH:24][C:23]([C:26]([CH3:29])([CH3:28])[CH3:27])=[CH:22][CH:21]=1)[CH2:7][CH2:8][C:9]1[CH:14]=[CH:13][CH:12]=[C:11]([C:15]([F:16])([F:17])[F:18])[CH:10]=1)[CH3:36].[C:26]([C:23]1[CH:24]=[CH:25][C:20]([CH2:19][N:6]([CH2:7][CH2:8][C:9]2[CH:14]=[CH:13][CH:12]=[C:11]([C:15]([F:16])([F:17])[F:18])[CH:10]=2)[C:4](=[O:5])[C:3]2[CH:30]=[C:31]([Cl:34])[CH:32]=[CH:33][C:2]=2[NH:1][CH2:40][CH2:39][CH2:38][OH:37])=[CH:21][CH:22]=1)([CH3:29])([CH3:28])[CH3:27]. (7) The product is: [Si:31]([O:38][CH2:39][CH2:40][N:41]([CH:42]1[CH2:43][CH2:44]1)[C:28]([C:10]1[C:9]([O:8][CH2:1][C:2]2[CH:7]=[CH:6][CH:5]=[CH:4][CH:3]=2)=[C:14]([OH:15])[N:13]=[C:12]([CH2:16][C:17]2([C:22]3[CH:23]=[CH:24][CH:25]=[CH:26][CH:27]=3)[CH2:18][CH2:19][CH2:20][CH2:21]2)[N:11]=1)=[O:29])([C:34]([CH3:37])([CH3:36])[CH3:35])([CH3:33])[CH3:32]. Given the reactants [CH2:1]([O:8][C:9]1[C:10]([C:28](O)=[O:29])=[N:11][C:12]([CH2:16][C:17]2([C:22]3[CH:27]=[CH:26][CH:25]=[CH:24][CH:23]=3)[CH2:21][CH2:20][CH2:19][CH2:18]2)=[N:13][C:14]=1[OH:15])[C:2]1[CH:7]=[CH:6][CH:5]=[CH:4][CH:3]=1.[Si:31]([O:38][CH2:39][CH2:40][NH:41][CH:42]1[CH2:44][CH2:43]1)([C:34]([CH3:37])([CH3:36])[CH3:35])([CH3:33])[CH3:32].C(N(CC)C(C)C)(C)C.CN(C(ON1N=NC2C=CC=NC1=2)=[N+](C)C)C.F[P-](F)(F)(F)(F)F, predict the reaction product.